From a dataset of Peptide-MHC class I binding affinity with 185,985 pairs from IEDB/IMGT. Regression. Given a peptide amino acid sequence and an MHC pseudo amino acid sequence, predict their binding affinity value. This is MHC class I binding data. (1) The peptide sequence is RLNFFTPTK. The MHC is HLA-A03:01 with pseudo-sequence HLA-A03:01. The binding affinity (normalized) is 0.835. (2) The peptide sequence is EVPAQYLTY. The MHC is HLA-A69:01 with pseudo-sequence HLA-A69:01. The binding affinity (normalized) is 0.0847. (3) The peptide sequence is RPWMLDKYF. The MHC is HLA-B27:05 with pseudo-sequence HLA-B27:05. The binding affinity (normalized) is 0.0847. (4) The binding affinity (normalized) is 1.00. The MHC is HLA-B15:01 with pseudo-sequence HLA-B15:01. The peptide sequence is MSIDHCSSF. (5) The peptide sequence is KMNYQVNGY. The MHC is HLA-A01:01 with pseudo-sequence HLA-A01:01. The binding affinity (normalized) is 0.287.